Dataset: Experimentally validated miRNA-target interactions with 360,000+ pairs, plus equal number of negative samples. Task: Binary Classification. Given a miRNA mature sequence and a target amino acid sequence, predict their likelihood of interaction. (1) The miRNA is mmu-miR-326-5p with sequence GGGGGCAGGGCCUUUGUGAAGGCG. The protein sequence of the target gene is MDHAEENEIPAETQRYYVERPIFSHPVLQERLHVKDKVTESIGDKLKQAFTCTPKKIRNIIYMFLPITKWLPAYKFKEYVLGDLVSGISTGVLQLPQGLAFAMLAAVPPVFGLYSSFYPVIMYCFFGTSRHISIGPFAVISLMIGGVAVRLVPDDIVIPGGVNATNGTEARDALRVKVAMSVTLLSGIIQFCLGVCRFGFVAIYLTEPLVRGFTTAAAVHVFTSMLKYLFGVKTKRYSGIFSVVYSTVAVLQNVKNLNVCSLGVGLMVFGLLLGGKEFNERFKEKLPAPIPLEFFAVVMG.... Result: 0 (no interaction). (2) The miRNA is mmu-miR-3473d with sequence CCACUGAGCCACUUUCCAGCCCUU. The protein sequence of the target gene is MSHVAVENALGLDQQFAGLDLNSSDNQSGGSTASKGRYIPPHLRNREATKGFYDKDSSGWSSSKDKDAYSSFGSRGDSRGKSSFFGDRGSGSRGRFDDRGRGDYDGIGGRGDRSGFGKFERGGNSRWCDKSDEDDWSKPLPPSERLEQELFSGGNTGINFEKYDDIPVEATGNNCPPHIESFSDVEMGEIIMGNIELTRYTRPTPVQKHAIPIIKEKRDLMACAQTGSGKTAAFLLPILSQIYADGPGEALRAMKENGRYGRRKQYPISLVLAPTRELAVQIYEEARKFSYRSRVRPCVV.... Result: 1 (interaction). (3) The miRNA is hsa-miR-6086 with sequence GGAGGUUGGGAAGGGCAGAG. The protein sequence of the target gene is MYWSNQITRRLGERVQGFMSGISPQQMGEPEGSWSGKNPGTMGASRLYTLVLVLQPQRVLLGMKKRGFGAGRWNGFGGKVQEGETIEDGARRELQEESGLTVDALHKVGQIVFEFVGEPELMDVHVFCTDSIQGTPVESDEMRPCWFQLDQIPFKDMWPDDSYWFPLLLQKKKFHGYFKFQGQDTILDYTLREVDTV. Result: 0 (no interaction). (4) The miRNA is mmu-miR-15a-5p with sequence UAGCAGCACAUAAUGGUUUGUG. The protein sequence of the target gene is MAEYLASIFGTEKDKVNCSFYFKIGACRHGDRCSRLHNKPTFSQTIALLNIYRNPQNSSQSADGLRCAVSDVEMQEHYDEFFEEVFTEMEEKYGEVEEMNVCDNLGDHLVGNVYVKFRREEDAEKAVIDLNNRWFNGQPIHAELSPVTDFREACCRQYEMGECTRGGFCNFMHLKPISRELRRELYGRRRKKHRSRSRSRERRSRSRDRGRGGGGGGGGGGGGRERDRRRSRDRERSGRF. Result: 0 (no interaction). (5) The miRNA is hsa-miR-3666 with sequence CAGUGCAAGUGUAGAUGCCGA. The protein sequence of the target gene is MRLRNGTVATALAFITSFLTLSWYTTWQNGKEKLIAYQREFLALKERLRIAEHRISQRSSELNTIVQQFKRVGAETNGSKDALNKFSDNTLKLLKELTSKKSLQVPSIYYHLPHLLKNEGSLQPAVQIGNGRTGVSIVMGIPTVKREVKSYLIETLHSLIDNLYPEEKLDCVIVVFIGETDIDYVHGVVANLEKEFSKEISSGLVEVISPPESYYPDLTNLKETFGDSKERVRWRTKQNLDYCFLMMYAQEKGIYYIQLEDDIIVKQNYFNTIKNFALQLSSEEWMILEFSQLGFIGKMF.... Result: 0 (no interaction). (6) The miRNA is mmu-miR-101a-3p with sequence UACAGUACUGUGAUAACUGAA. The protein sequence of the target gene is MEKARPLWANSLQFVFACISYAVGLGNVWRFPYLCQMYGGGSFLVPYIIMLIVEGMPLLYLELAVGQRMRQGSIGAWRTISPYLSGVGVASVVVSFFLSMYYNVINAWAFWYLFHSFQDPLPWSVCPLNGNHTGYDEECEKASSTQYFWYRKTLNISPSLQENGGVQWEPALCLLLAWLVVYLCILRGTESTGKVVYFTASLPYCVLIIYLIRGLTLHGATNGLMYMFTPKIEQLANPKAWINAATQIFFSLGLGFGSLIAFASYNEPSNNCQKHAIIVSLINSFTSIFASIVTFSIYGF.... Result: 0 (no interaction). (7) The miRNA is hsa-miR-301a-3p with sequence CAGUGCAAUAGUAUUGUCAAAGC. The protein sequence of the target gene is MAYHGLTVPLIVMSVFWGFVGLLVPWFIPKGPNRGVIITMLVTCSVCCYLFWLIAILAQLNPLFGPQLKNETIWYLKYHWP. Result: 0 (no interaction). (8) The miRNA is hsa-miR-7154-3p with sequence AGGAGGACAAGUUGUGGGAU. The protein sequence of the target gene is MDPEEQELLNDYRYRSYSSVIEKALRNFESSSEWADLISSLGKLNKALQSNLRYSLLPRRLLISKRLAQCLHPALPSGVHLKALETYEIIFKIVGTKWLAKDLFLYSCGLFPLLAHAAVSVRPVLLTLYEKYFLPLQKLLLPSLQAFIVGLLPGLEEGSEISDRTDALLLRLSLVVGKEVFYTALWGSVLASPSIRLPASVFVVGHINRDAPGREQKYMLGTNHQLTVKSLRASLLDSNVLVQRNNLEIVLFFFPFYTCLDSNERAIPLLRSDIVRILSAATQTLLRRDMSLNRRLYAWL.... Result: 0 (no interaction). (9) The miRNA is hsa-miR-938 with sequence UGCCCUUAAAGGUGAACCCAGU. The protein sequence of the target gene is MGEDAAQAEKFQHPGSDMRQEKPSSPSPMPSSTPSPSLNLGNTEEAIRDNSQVNAVTVLTLLDKLVNMLDAVQENQHKMEQRQISLEGSVKGIQNDLTKLSKYQASTSNTVSKLLEKSRKVSAHTRAVKERMDRQCAQVKRLENNHAQLLRRNHFKVLIFQEENEIPASVFVKQPVSGAVEGKEELPDENKSLEETLHTVDLSSDDDLPHDEEALEDSAEEKVEESRAEKIKRSSLKKVDSLKKAFSRQNIEKKMNKLGTKIVSVERREKIKKSLTSNHQKISSGKSSPFKVSPLTFGRK.... Result: 0 (no interaction).